This data is from Catalyst prediction with 721,799 reactions and 888 catalyst types from USPTO. The task is: Predict which catalyst facilitates the given reaction. (1) Reactant: [CH3:1][O:2][C:3]([C:5]1[C:9]([CH2:10]Br)=[C:8]([C:12]2[CH:17]=[CH:16][C:15]([O:18][CH3:19])=[CH:14][CH:13]=2)[N:7]([C:20]2[CH:25]=[CH:24][C:23]([Cl:26])=[CH:22][C:21]=2[Cl:27])[N:6]=1)=[O:4].[CH3:28][NH:29][CH3:30]. Product: [CH3:1][O:2][C:3]([C:5]1[C:9]([CH2:10][N:29]([CH3:30])[CH3:28])=[C:8]([C:12]2[CH:17]=[CH:16][C:15]([O:18][CH3:19])=[CH:14][CH:13]=2)[N:7]([C:20]2[CH:25]=[CH:24][C:23]([Cl:26])=[CH:22][C:21]=2[Cl:27])[N:6]=1)=[O:4]. The catalyst class is: 3. (2) Reactant: Cl.[NH2:2][C:3]1([C:7]([O:9][CH2:10][CH3:11])=[O:8])[CH2:6][CH2:5][CH2:4]1.CCN(CC)CC.[Cl:19][C:20]1[C:29]2[C:24](=[CH:25][CH:26]=[C:27]([S:30](Cl)(=[O:32])=[O:31])[CH:28]=2)[C:23]([Cl:34])=[CH:22][N:21]=1. Product: [Cl:19][C:20]1[C:29]2[C:24](=[CH:25][CH:26]=[C:27]([S:30]([NH:2][C:3]3([C:7]([O:9][CH2:10][CH3:11])=[O:8])[CH2:6][CH2:5][CH2:4]3)(=[O:32])=[O:31])[CH:28]=2)[C:23]([Cl:34])=[CH:22][N:21]=1. The catalyst class is: 2. (3) Reactant: [Cl:1][C:2]1[C:3]([S:27]([NH2:30])(=[O:29])=[O:28])=[N:4][CH:5]=[C:6]([C:12]([N:14]2[CH2:19][CH2:18][CH:17]([C:20]3[CH:25]=[CH:24][C:23]([F:26])=[CH:22][CH:21]=3)[CH2:16][CH2:15]2)=[O:13])[C:7]=1[O:8]C(C)C.[Cl-].[Al+3].[Cl-].[Cl-].O. Product: [Cl:1][C:2]1[C:3]([S:27]([NH2:30])(=[O:29])=[O:28])=[N:4][CH:5]=[C:6]([C:12]([N:14]2[CH2:15][CH2:16][CH:17]([C:20]3[CH:21]=[CH:22][C:23]([F:26])=[CH:24][CH:25]=3)[CH2:18][CH2:19]2)=[O:13])[C:7]=1[OH:8]. The catalyst class is: 11. (4) Reactant: [CH2:1]([O:8][CH2:9][Li])[C:2]1[CH:7]=[CH:6][CH:5]=[CH:4][CH:3]=1.[Sn](COCC1C=CC=CC=1)(CCCC)(CCCC)CCCC.[Li]CCCC.[Br:38][C:39]1[CH:44]=[CH:43][C:42]([NH:45][C:46]2[C:47]([CH:56]=[O:57])=[CH:48][C:49]3[NH:53][CH:52]=[N:51][C:50]=3[C:54]=2[F:55])=[C:41]([Cl:58])[CH:40]=1. Product: [CH2:1]([O:8][CH2:9][CH:56]([C:47]1[C:46]([NH:45][C:42]2[CH:43]=[CH:44][C:39]([Br:38])=[CH:40][C:41]=2[Cl:58])=[C:54]([F:55])[C:50]2[N:51]=[CH:52][NH:53][C:49]=2[CH:48]=1)[OH:57])[C:2]1[CH:7]=[CH:6][CH:5]=[CH:4][CH:3]=1. The catalyst class is: 1. (5) Reactant: [F:1][C:2]1[CH:10]=[C:9](B2OC(C)(C)C(C)(C)O2)[C:8]2[N:7]3[CH2:20][CH2:21][NH:22][C:23](=[O:24])[C:6]3=[C:5]([CH3:25])[C:4]=2[CH:3]=1.Br[C:27]1[S:28][CH:29]=[CH:30][N:31]=1.C(=O)([O-])[O-].[K+].[K+].C1(P(C2C=CC=CC=2)C2C=CC=CC=2)C=CC=CC=1. Product: [F:1][C:2]1[CH:10]=[C:9]([C:27]2[S:28][CH:29]=[CH:30][N:31]=2)[C:8]2[N:7]3[CH2:20][CH2:21][NH:22][C:23](=[O:24])[C:6]3=[C:5]([CH3:25])[C:4]=2[CH:3]=1. The catalyst class is: 848. (6) Reactant: [O:1]=[C:2]1[NH:7][C:6](=[S:8])[N:5]([CH2:9][C:10]([OH:12])=[O:11])[C:4]2[CH2:13][CH2:14][CH2:15][C:3]1=2.[OH-].[Na+].C([O-])([O-])=O.[Na+].[Na+].[F:24][C:25]1[CH:32]=[CH:31][C:28]([CH2:29]Cl)=[CH:27][CH:26]=1.C(O)=O. Product: [F:24][C:25]1[CH:32]=[CH:31][C:28]([CH2:29][S:8][C:6]2[N:5]([CH2:9][C:10]([OH:12])=[O:11])[C:4]3[CH2:13][CH2:14][CH2:15][C:3]=3[C:2](=[O:1])[N:7]=2)=[CH:27][CH:26]=1. The catalyst class is: 657. (7) The catalyst class is: 7. Reactant: Cl[C:2]1[C:3]([C:9]#N)=[N:4][CH:5]=[C:6]([Cl:8])[CH:7]=1.[CH3:11][Mg]Br.[ClH:14].[OH2:15]. Product: [Cl:14][C:2]1[C:3]([C:9](=[O:15])[CH3:11])=[N:4][CH:5]=[C:6]([Cl:8])[CH:7]=1.